From a dataset of Reaction yield outcomes from USPTO patents with 853,638 reactions. Predict the reaction yield, written as a fraction of the theoretical maximum amount of product (1.0 means a 100% yield; for example, 0.34 means a 34% yield). (1) The reactants are [N:1]1[CH:6]=[CH:5][CH:4]=[C:3]([NH:7][C:8]([N:10]2[CH2:13][CH:12]([O:14][C:15]3[CH:20]=[CH:19][C:18](I)=[CH:17][N:16]=3)[CH2:11]2)=[O:9])[CH:2]=1.[OH:22][C:23]1[CH:24]=[C:25](B(O)O)[CH:26]=[CH:27][CH:28]=1. No catalyst specified. The product is [N:1]1[CH:6]=[CH:5][CH:4]=[C:3]([NH:7][C:8]([N:10]2[CH2:13][CH:12]([O:14][C:15]3[CH:20]=[CH:19][C:18]([C:27]4[CH:26]=[CH:25][CH:24]=[C:23]([OH:22])[CH:28]=4)=[CH:17][N:16]=3)[CH2:11]2)=[O:9])[CH:2]=1. The yield is 0.470. (2) No catalyst specified. The product is [C:6]([C:10]1[CH:52]=[CH:51][C:13]([O:14][C:15]2[CH:16]=[CH:17][C:18]([C:21]3[CH:22]=[CH:23][C:24]([CH2:27][C:28]4[N:29]([CH2:41][C:42]5[CH:43]=[CH:44][C:45]([C:46]([NH:5][S:2]([CH3:1])(=[O:4])=[O:3])=[O:47])=[CH:49][CH:50]=5)[CH:30]=[C:31]([C:33]5[CH:38]=[CH:37][C:36]([Cl:39])=[CH:35][C:34]=5[Cl:40])[N:32]=4)=[CH:25][CH:26]=3)=[CH:19][CH:20]=2)=[CH:12][CH:11]=1)([CH3:9])([CH3:7])[CH3:8]. The reactants are [CH3:1][S:2]([NH2:5])(=[O:4])=[O:3].[C:6]([C:10]1[CH:52]=[CH:51][C:13]([O:14][C:15]2[CH:20]=[CH:19][C:18]([C:21]3[CH:26]=[CH:25][C:24]([CH2:27][C:28]4[N:29]([CH2:41][C:42]5[CH:50]=[CH:49][C:45]([C:46](O)=[O:47])=[CH:44][CH:43]=5)[CH:30]=[C:31]([C:33]5[CH:38]=[CH:37][C:36]([Cl:39])=[CH:35][C:34]=5[Cl:40])[N:32]=4)=[CH:23][CH:22]=3)=[CH:17][CH:16]=2)=[CH:12][CH:11]=1)([CH3:9])([CH3:8])[CH3:7]. The yield is 0.510. (3) The reactants are [CH3:1][O:2][C:3]1[CH:4]=[C:5](/[CH:11]=[CH:12]/[C:13]2[N:14]=[C:15]3[CH:21]=[CH:20][N:19]([S:22]([C:25]4[CH:30]=[CH:29][CH:28]=[CH:27][CH:26]=4)(=[O:24])=[O:23])[C:16]3=[N:17][CH:18]=2)[CH:6]=[C:7]([O:9][CH3:10])[CH:8]=1.CO. The catalyst is O1CCCC1.[Pd]. The product is [CH3:1][O:2][C:3]1[CH:4]=[C:5]([CH2:11][CH2:12][C:13]2[N:14]=[C:15]3[CH:21]=[CH:20][N:19]([S:22]([C:25]4[CH:30]=[CH:29][CH:28]=[CH:27][CH:26]=4)(=[O:24])=[O:23])[C:16]3=[N:17][CH:18]=2)[CH:6]=[C:7]([O:9][CH3:10])[CH:8]=1. The yield is 0.900.